From a dataset of Reaction yield outcomes from USPTO patents with 853,638 reactions. Predict the reaction yield, written as a fraction of the theoretical maximum amount of product (1.0 means a 100% yield; for example, 0.34 means a 34% yield). (1) The reactants are [NH:1]1[CH:5]=[CH:4][CH:3]=[N:2]1.[C:6]([O-])([O-])=O.[K+].[K+].CN[C@H:14]1[C@H:19]([NH:20]C)[CH2:18][CH2:17][CH2:16][CH2:15]1.O. The catalyst is CN1C(=O)CCC1.[Cu]I.CCOC(C)=O. The product is [CH3:6][C:14]1[CH:15]=[C:16]([N:1]2[CH:5]=[CH:4][CH:3]=[N:2]2)[CH:17]=[CH:18][C:19]=1[NH2:20]. The yield is 0.700. (2) The reactants are [CH3:1][C:2]1[N:3]=[CH:4][N:5]([C:7]2[CH:12]=[C:11]([C:13]([F:16])([F:15])[F:14])[CH:10]=[C:9]([N+:17]([O-])=O)[CH:8]=2)[CH:6]=1. The catalyst is [Pd].C(O)C. The product is [CH3:1][C:2]1[N:3]=[CH:4][N:5]([C:7]2[CH:8]=[C:9]([NH2:17])[CH:10]=[C:11]([C:13]([F:16])([F:14])[F:15])[CH:12]=2)[CH:6]=1. The yield is 0.858. (3) The reactants are Cl[C:2]1[CH:7]=[CH:6][C:5]([C:8]2[CH:13]=[CH:12][C:11]([O:14][CH3:15])=[CH:10][CH:9]=2)=[CH:4][N:3]=1.O.[NH2:17][NH2:18]. No catalyst specified. The product is [NH:17]([C:2]1[CH:7]=[CH:6][C:5]([C:8]2[CH:13]=[CH:12][C:11]([O:14][CH3:15])=[CH:10][CH:9]=2)=[CH:4][N:3]=1)[NH2:18]. The yield is 0.780. (4) The reactants are [CH2:1]([C:3]1[NH:4][C:5](=[O:27])[C:6]([CH2:12][C:13]2[CH:18]=[CH:17][C:16]([C:19]3[C:20]([C:25]#[N:26])=[CH:21][CH:22]=[CH:23][CH:24]=3)=[CH:15][CH:14]=2)=[C:7]([CH2:9][CH2:10][CH3:11])[N:8]=1)[CH3:2].[CH3:28][O:29][C:30]1[CH:35]=[CH:34][C:33](B(O)O)=[CH:32][CH:31]=1.N1C=CC=CC=1.C(N(CC)CC)C. The catalyst is C(OCC)(=O)C.C([O-])(=O)C.[Cu+2].C([O-])(=O)C.ClCCl. The product is [CH2:1]([C:3]1[N:4]([C:33]2[CH:34]=[CH:35][C:30]([O:29][CH3:28])=[CH:31][CH:32]=2)[C:5](=[O:27])[C:6]([CH2:12][C:13]2[CH:18]=[CH:17][C:16]([C:19]3[C:20]([C:25]#[N:26])=[CH:21][CH:22]=[CH:23][CH:24]=3)=[CH:15][CH:14]=2)=[C:7]([CH2:9][CH2:10][CH3:11])[N:8]=1)[CH3:2]. The yield is 1.00. (5) The catalyst is ClCCl.CCOCC. The product is [CH:1]([NH:4][CH2:6][CH2:5][CH2:11][S:8]([OH:10])(=[O:9])=[O:7])([CH3:3])[CH3:2]. The reactants are [CH:1]([NH2:4])([CH3:3])[CH3:2].[CH2:5]1[CH2:11][S:8](=[O:10])(=[O:9])[O:7][CH2:6]1.CCCCCC. The yield is 0.656. (6) The reactants are [NH2:1][C@H:2]1[C:11]2[C:6](=[CH:7][CH:8]=[C:9]([F:12])[CH:10]=2)[N:5]([C:13](=[O:15])[CH3:14])[C@@H:4]([CH3:16])[C@@H:3]1[CH3:17].F[C:19]1[CH:26]=[CH:25][C:22]([C:23]#[N:24])=[CH:21][N:20]=1.CCN(C(C)C)C(C)C. The catalyst is CN1C(=O)CCC1. The product is [C:13]([N:5]1[C:6]2[C:11](=[CH:10][C:9]([F:12])=[CH:8][CH:7]=2)[C@H:2]([NH:1][C:19]2[CH:26]=[CH:25][C:22]([C:23]#[N:24])=[CH:21][N:20]=2)[C@@H:3]([CH3:17])[C@@H:4]1[CH3:16])(=[O:15])[CH3:14]. The yield is 0.320. (7) The reactants are [CH3:1][C:2]1([CH3:18])[CH2:11][CH2:10][C:9]2[C:8](=[O:12])[C:7](=O)[C:6]3[CH:14]=[CH:15][CH:16]=[CH:17][C:5]=3[C:4]=2[O:3]1.[NH2:19][C:20]1[CH:48]=[CH:47][C:23]([C:24]([O:26][CH2:27][CH2:28][NH:29][C:30]([O:32][CH2:33][CH:34]2[C:46]3[CH:45]=[CH:44][CH:43]=[CH:42][C:41]=3[C:40]3[C:35]2=[CH:36][CH:37]=[CH:38][CH:39]=3)=[O:31])=[O:25])=[CH:22][CH:21]=1.C(N(CC)CC)C. The catalyst is C(Cl)Cl.Cl[Ti](Cl)(Cl)Cl. The product is [CH3:1][C:2]1([CH3:18])[CH2:11][CH2:10][C:9]2[C:8](=[O:12])/[C:7](=[N:19]\[C:20]3[CH:21]=[CH:22][C:23]([C:24]([O:26][CH2:27][CH2:28][NH:29][C:30]([O:32][CH2:33][CH:34]4[C:46]5[CH:45]=[CH:44][CH:43]=[CH:42][C:41]=5[C:40]5[C:35]4=[CH:36][CH:37]=[CH:38][CH:39]=5)=[O:31])=[O:25])=[CH:47][CH:48]=3)/[C:6]3[CH:14]=[CH:15][CH:16]=[CH:17][C:5]=3[C:4]=2[O:3]1. The yield is 0.130. (8) The yield is 0.810. The reactants are C(NC(C)C)(C)C.C([Li])CCC.[F:13][C:14]1[C:15]([O:23][CH3:24])=[CH:16][C:17]([CH3:22])=[C:18]([CH:21]=1)[C:19]#[N:20].Cl[Si:26]([CH3:29])([CH3:28])[CH3:27]. The product is [F:13][C:14]1[C:21]([Si:26]([CH3:29])([CH3:28])[CH3:27])=[C:18]([C:17]([CH3:22])=[CH:16][C:15]=1[O:23][CH3:24])[C:19]#[N:20]. The catalyst is C1COCC1.O. (9) The reactants are [CH3:1][C:2]1[NH:6][C:5]2[C:7]([C:17]([O:19][CH3:20])=[O:18])=[CH:8][C:9]([N:11]3[CH2:16][CH2:15][O:14][CH2:13][CH2:12]3)=[CH:10][C:4]=2[N:3]=1.C([O-])([O-])=O.[K+].[K+].Br[CH2:28][C:29]1[CH:34]=[CH:33][CH:32]=[C:31]([CH3:35])[C:30]=1[F:36].O. The catalyst is CN(C=O)C. The product is [F:36][C:30]1[C:31]([CH3:35])=[CH:32][CH:33]=[CH:34][C:29]=1[CH2:28][N:3]1[C:4]2[CH:10]=[C:9]([N:11]3[CH2:12][CH2:13][O:14][CH2:15][CH2:16]3)[CH:8]=[C:7]([C:17]([O:19][CH3:20])=[O:18])[C:5]=2[N:6]=[C:2]1[CH3:1]. The yield is 0.480.